This data is from Reaction yield outcomes from USPTO patents with 853,638 reactions. The task is: Predict the reaction yield, written as a fraction of the theoretical maximum amount of product (1.0 means a 100% yield; for example, 0.34 means a 34% yield). (1) The catalyst is C(Cl)Cl. The yield is 0.660. The product is [Cl:38][C:35]1[CH:36]=[CH:37][C:32]([CH:28]([C:29]([N:6]2[CH2:5][CH2:4][N:3]([C:9]3[C:10]4[CH2:17][CH2:16][CH:15]([OH:18])[C:11]=4[N:12]=[CH:13][N:14]=3)[CH2:8][CH2:7]2)=[O:30])[CH2:27][N:26]([CH:39]([CH3:40])[CH3:41])[C:24](=[O:25])[O:23][C:19]([CH3:21])([CH3:20])[CH3:22])=[CH:33][CH:34]=1. The reactants are Cl.Cl.[N:3]1([C:9]2[C:10]3[CH2:17][CH2:16][CH:15]([OH:18])[C:11]=3[N:12]=[CH:13][N:14]=2)[CH2:8][CH2:7][NH:6][CH2:5][CH2:4]1.[C:19]([O:23][C:24]([N:26]([CH:39]([CH3:41])[CH3:40])[CH2:27][CH:28]([C:32]1[CH:37]=[CH:36][C:35]([Cl:38])=[CH:34][CH:33]=1)[C:29](O)=[O:30])=[O:25])([CH3:22])([CH3:21])[CH3:20].CN(C(ON1N=NC2C=CC=CC1=2)=[N+](C)C)C.F[P-](F)(F)(F)(F)F. (2) The catalyst is CN(C=O)C. The yield is 0.500. The reactants are [CH2:1]([NH:5][C:6]1[N:14]=[C:13]2[C:9]([N:10]=[CH:11][NH:12]2)=[C:8]([NH2:15])[N:7]=1)[CH2:2][CH2:3][CH3:4].C([O-])([O-])=O.[K+].[K+].Br[CH2:23][C:24]1[CH:25]=[C:26]([CH:34]=[CH:35][CH:36]=1)[CH2:27][P:28]([CH3:33])(=[O:32])[O:29][CH2:30][CH3:31]. The product is [NH2:15][C:8]1[N:7]=[C:6]([NH:5][CH2:1][CH2:2][CH2:3][CH3:4])[N:14]=[C:13]2[C:9]=1[N:10]=[CH:11][N:12]2[CH2:23][C:24]1[CH:25]=[C:26]([CH2:27][P:28]([CH3:33])(=[O:32])[O:29][CH2:30][CH3:31])[CH:34]=[CH:35][CH:36]=1.